This data is from Forward reaction prediction with 1.9M reactions from USPTO patents (1976-2016). The task is: Predict the product of the given reaction. (1) Given the reactants [Cl:1][C:2]1[CH:10]=[C:9]([C:11]([NH:13][CH:14]([C:16]2[NH:20][C:19]3[CH:21]=[CH:22][C:23]([Cl:25])=[CH:24][C:18]=3[N:17]=2)[CH3:15])=[O:12])[CH:8]=[CH:7][C:3]=1[C:4](O)=[O:5].[NH:26]1[CH2:31][CH2:30][S:29][CH2:28][CH2:27]1.C(N(C(C)C)CC)(C)C.ClCl, predict the reaction product. The product is: [Cl:1][C:2]1[CH:10]=[C:9]([CH:8]=[CH:7][C:3]=1[C:4]([N:26]1[CH2:31][CH2:30][S:29][CH2:28][CH2:27]1)=[O:5])[C:11]([NH:13][CH:14]([C:16]1[NH:20][C:19]2[CH:21]=[CH:22][C:23]([Cl:25])=[CH:24][C:18]=2[N:17]=1)[CH3:15])=[O:12]. (2) Given the reactants C([N:8]1[C:20]2[CH:19]=[CH:18][C:17]([N:21]3[C:33]4[CH:32]=[CH:31][CH:30]=[CH:29][C:28]=4[C:27]4[C:22]3=[CH:23][CH:24]=[CH:25][CH:26]=4)=[CH:16][C:15]=2[C:14]2[C:9]1=[CH:10][CH:11]=[C:12]([N:34]1[C:46]3[CH:45]=[CH:44][CH:43]=[CH:42][C:41]=3[C:40]3[C:35]1=[CH:36][CH:37]=[CH:38][CH:39]=3)[CH:13]=2)C1C=CC=CC=1.C(=NC1C=CC=CC=1)C1C=CC=CC=1.CC([O-])(C)C.[K+].CN(C=O)C, predict the reaction product. The product is: [CH:45]1[C:46]2[N:34]([C:12]3[CH:11]=[CH:10][C:9]4[NH:8][C:20]5[C:15]([C:14]=4[CH:13]=3)=[CH:16][C:17]([N:21]3[C:33]4[CH:32]=[CH:31][CH:30]=[CH:29][C:28]=4[C:27]4[C:22]3=[CH:23][CH:24]=[CH:25][CH:26]=4)=[CH:18][CH:19]=5)[C:35]3[C:40](=[CH:39][CH:38]=[CH:37][CH:36]=3)[C:41]=2[CH:42]=[CH:43][CH:44]=1.